Dataset: Forward reaction prediction with 1.9M reactions from USPTO patents (1976-2016). Task: Predict the product of the given reaction. (1) The product is: [NH:12]1[C:20]2[C:15](=[CH:16][CH:17]=[CH:18][CH:19]=2)[C:14]([C:21]([NH:23][C:24]2[CH:29]=[CH:28][CH:27]=[C:26]([C:30]([CH:32]3[CH2:37][CH2:36][N:35]([CH3:38])[CH2:34][CH2:33]3)=[O:31])[N:25]=2)=[O:22])=[CH:13]1. Given the reactants [Cl-].[Cl-].[Cl-].[Al+3].C([N:12]1[C:20]2[C:15](=[CH:16][CH:17]=[CH:18][CH:19]=2)[C:14]([C:21]([NH:23][C:24]2[CH:29]=[CH:28][CH:27]=[C:26]([C:30]([CH:32]3[CH2:37][CH2:36][N:35]([CH3:38])[CH2:34][CH2:33]3)=[O:31])[N:25]=2)=[O:22])=[CH:13]1)C1C=CC=CC=1, predict the reaction product. (2) Given the reactants [C:1]([NH:4][C:5]1[CH:10]=[C:9]([N:11]2[CH:15]=[C:14]([C:16]([O:18]CC)=[O:17])[C:13]([I:21])=[N:12]2)[C:8]([CH3:22])=[CH:7][N:6]=1)(=[O:3])[CH3:2].C1COCC1.Cl, predict the reaction product. The product is: [C:1]([NH:4][C:5]1[CH:10]=[C:9]([N:11]2[CH:15]=[C:14]([C:16]([OH:18])=[O:17])[C:13]([I:21])=[N:12]2)[C:8]([CH3:22])=[CH:7][N:6]=1)(=[O:3])[CH3:2]. (3) Given the reactants N[C@@H]1C2C(=CC=CC=2)C[C@@H]1O.[F:12][C:13]1[CH:18]=[CH:17][C:16]([C:19]2[C:28]([C@@H:29]([F:40])[C:30]3[CH:35]=[CH:34][C:33]([C:36]([F:39])([F:38])[F:37])=[CH:32][CH:31]=3)=[C:27]([CH:41]([CH3:43])[CH3:42])[CH:26]=[C:25]3[C:20]=2[C:21](=[O:46])[CH2:22][C:23]([CH3:45])([CH3:44])[O:24]3)=[CH:15][CH:14]=1.CO, predict the reaction product. The product is: [F:12][C:13]1[CH:18]=[CH:17][C:16]([C:19]2[C:28]([C@H:29]([F:40])[C:30]3[CH:35]=[CH:34][C:33]([C:36]([F:38])([F:39])[F:37])=[CH:32][CH:31]=3)=[C:27]([CH:41]([CH3:42])[CH3:43])[CH:26]=[C:25]3[C:20]=2[C@@H:21]([OH:46])[CH2:22][C:23]([CH3:44])([CH3:45])[O:24]3)=[CH:15][CH:14]=1. (4) Given the reactants [OH-:1].[CH2:2]([N+](CC[CH2:17][CH3:18])(CCCC)CCCC)CCC.[Cl:19][C:20]1[C:25]([Cl:26])=[CH:24][CH:23]=[CH:22][C:21]=1[S:27]([N:30]([C:39]1[C:44]([O:45][CH3:46])=[N:43][C:42](Cl)=[C:41]([Cl:48])[N:40]=1)COCC[Si](C)(C)C)(=[O:29])=[O:28], predict the reaction product. The product is: [C:44]([O:45][CH2:17][CH3:18])(=[O:1])[CH3:39].[CH3:22][CH2:23][CH2:24][CH:25]([CH3:20])[CH3:2].[Cl:19][C:20]1[C:25]([Cl:26])=[CH:24][CH:23]=[CH:22][C:21]=1[S:27]([NH:30][C:39]1[C:44]([O:45][CH3:46])=[N:43][C:42]([OH:1])=[C:41]([Cl:48])[N:40]=1)(=[O:29])=[O:28]. (5) Given the reactants [O:1]1[CH2:6][CH2:5][N:4]([C:7]2[CH:12]=[CH:11][C:10]([C:13]3[N:22]=[C:21]([O:23][C:24]4[CH:33]=[CH:32][C:27]([C:28]([O:30]C)=[O:29])=[CH:26][CH:25]=4)[C:20]4[C:15](=[N:16][CH:17]=[CH:18][N:19]=4)[CH:14]=3)=[CH:9][CH:8]=2)[CH2:3][CH2:2]1.O[Li].O, predict the reaction product. The product is: [O:1]1[CH2:6][CH2:5][N:4]([C:7]2[CH:8]=[CH:9][C:10]([C:13]3[N:22]=[C:21]([O:23][C:24]4[CH:33]=[CH:32][C:27]([C:28]([OH:30])=[O:29])=[CH:26][CH:25]=4)[C:20]4[C:15](=[N:16][CH:17]=[CH:18][N:19]=4)[CH:14]=3)=[CH:11][CH:12]=2)[CH2:3][CH2:2]1. (6) Given the reactants [CH3:1][NH:2][C:3]([C:5]1([C:8](OC)=[O:9])[CH2:7][CH2:6]1)=[O:4].O, predict the reaction product. The product is: [OH:9][CH2:8][C:5]1([C:3]([NH:2][CH3:1])=[O:4])[CH2:7][CH2:6]1. (7) Given the reactants [CH2:1]([O:8][C:9]([C:11]1[CH:12]=[C:13]([CH:17]2[C:26]([CH3:28])([CH3:27])[CH:25](O)[C:24]3[C:19](=[CH:20][CH:21]=[C:22]([C:30]([O:32][CH3:33])=[O:31])[CH:23]=3)[NH:18]2)[CH:14]=[CH:15][CH:16]=1)=[O:10])[C:2]1[CH:7]=[CH:6][CH:5]=[CH:4][CH:3]=1.C([SiH](CC)CC)C.C(OCC)(=O)C.C(=O)([O-])[O-].[Na+].[Na+], predict the reaction product. The product is: [CH2:1]([O:8][C:9]([C:11]1[CH:12]=[C:13]([CH:17]2[C:26]([CH3:28])([CH3:27])[CH2:25][C:24]3[C:19](=[CH:20][CH:21]=[C:22]([C:30]([O:32][CH3:33])=[O:31])[CH:23]=3)[NH:18]2)[CH:14]=[CH:15][CH:16]=1)=[O:10])[C:2]1[CH:7]=[CH:6][CH:5]=[CH:4][CH:3]=1.